This data is from Full USPTO retrosynthesis dataset with 1.9M reactions from patents (1976-2016). The task is: Predict the reactants needed to synthesize the given product. (1) Given the product [CH3:1][C:2]1[CH:10]=[CH:9][C:5]([C:6]([O:8][CH3:15])=[O:7])=[CH:4][C:3]=1[N+:11]([O-:13])=[O:12], predict the reactants needed to synthesize it. The reactants are: [CH3:1][C:2]1[CH:10]=[CH:9][C:5]([C:6]([OH:8])=[O:7])=[CH:4][C:3]=1[N+:11]([O-:13])=[O:12].Cl.[CH3:15]O. (2) Given the product [CH2:8]([N:7]([CH2:1][CH2:2][CH2:3][CH3:4])[C:4]1[CH:3]=[C:2]([CH3:1])[NH:6][N:5]=1)[CH2:9][CH2:10][CH3:11], predict the reactants needed to synthesize it. The reactants are: [CH3:1][C:2]1[NH:6][N:5]=[C:4]([NH2:7])[CH:3]=1.[CH:8](=O)[CH2:9][CH2:10][CH3:11]. (3) The reactants are: [O:1]1[CH2:6][CH2:5][CH:4]([N:7]2[CH2:12][CH2:11][CH:10]([NH:13][C:14]3[C:15]([NH2:26])=[CH:16][CH:17]=[C:18]([O:20][CH2:21][C:22]([F:25])([F:24])[F:23])[CH:19]=3)[CH2:9][CH2:8]2)[CH2:3][CH2:2]1.C(N(CC)C(C)C)(C)C.[Cl:36][C:37](OCC)=[O:38]. Given the product [ClH:36].[O:1]1[CH2:6][CH2:5][CH:4]([N:7]2[CH2:8][CH2:9][CH:10]([N:13]3[C:14]4[CH:19]=[C:18]([O:20][CH2:21][C:22]([F:24])([F:23])[F:25])[CH:17]=[CH:16][C:15]=4[NH:26][C:37]3=[O:38])[CH2:11][CH2:12]2)[CH2:3][CH2:2]1, predict the reactants needed to synthesize it. (4) Given the product [Br:1][C:2]1[CH:3]=[C:4]([CH2:14][C:15]([F:18])([F:17])[F:16])[N:5]=[C:6]([CH2:8][C:9]([F:11])([F:10])[F:12])[CH:7]=1, predict the reactants needed to synthesize it. The reactants are: [Br:1][C:2]1[CH:7]=[C:6]([CH2:8][C:9]([F:12])([F:11])[F:10])[N+:5]([O-])=[C:4]([CH2:14][C:15]([F:18])([F:17])[F:16])[CH:3]=1.P(Br)(Br)Br.[OH-].[Na+]. (5) Given the product [ClH:25].[CH3:1][CH:2]([O:6][C:7]1[CH:8]=[CH:9][C:10]2[CH2:11][NH:12][CH2:13][CH2:14][O:15][C:16]=2[N:17]=1)[CH:3]([CH3:4])[CH3:5], predict the reactants needed to synthesize it. The reactants are: [CH3:1][CH:2]([O:6][C:7]1[CH:8]=[CH:9][C:10]2[CH2:11][N:12](C(OC(C)(C)C)=O)[CH2:13][CH2:14][O:15][C:16]=2[N:17]=1)[CH:3]([CH3:5])[CH3:4].[ClH:25].C(OCC)(=O)C. (6) Given the product [Cl:1][C:2]1[C:3]([C:22]2[C:27]([CH3:28])=[CH:26][C:25]([CH3:29])=[CH:24][N:23]=2)=[C:4]([F:31])[C:5]([N:8]2[CH2:9][CH2:10][CH:11]([NH:14][C:15](=[O:21])[O:16][C:17]([CH3:18])([CH3:19])[CH3:20])[CH2:12][CH2:13]2)=[N:6][CH:7]=1, predict the reactants needed to synthesize it. The reactants are: [Cl:1][C:2]1[C:3]([C:22]2[C:27]([CH3:28])=[CH:26][C:25]([CH3:29])=[CH:24][N:23]=2)=[CH:4][C:5]([N:8]2[CH2:13][CH2:12][CH:11]([NH:14][C:15](=[O:21])[O:16][C:17]([CH3:20])([CH3:19])[CH3:18])[CH2:10][CH2:9]2)=[N:6][CH:7]=1.[B-](F)(F)(F)[F:31].[B-](F)(F)(F)F.C1[N+]2(CCl)CC[N+](F)(CC2)C1. (7) Given the product [Cl:25][C:20]1[CH:21]=[CH:22][CH:23]=[CH:24][C:19]=1[N:18]1[C:14]([C:11]2[CH:12]=[CH:13][C:8]([C:4]3[CH:5]=[CH:6][CH:7]=[C:2]([NH:1][C:37](=[O:39])[CH3:38])[CH:3]=3)=[CH:9][CH:10]=2)=[CH:15][C:16]([C:26]([OH:29])([CH3:27])[CH3:28])=[N:17]1, predict the reactants needed to synthesize it. The reactants are: [NH2:1][C:2]1[CH:3]=[C:4]([C:8]2[CH:13]=[CH:12][C:11]([C:14]3[N:18]([C:19]4[CH:24]=[CH:23][CH:22]=[CH:21][C:20]=4[Cl:25])[N:17]=[C:16]([C:26]([OH:29])([CH3:28])[CH3:27])[CH:15]=3)=[CH:10][CH:9]=2)[CH:5]=[CH:6][CH:7]=1.C(N(CC)CC)C.[C:37](Cl)(=[O:39])[CH3:38]. (8) Given the product [CH:16]1([N:20]2[CH2:25][CH2:24][CH:23]([O:26][C:27]3[CH:34]=[CH:33][C:30]([C:31]4[N:15]([CH2:14][CH2:13][O:12][CH3:11])[C:4](=[O:6])[C:3]5[CH:7]=[CH:8][CH:9]=[N:10][C:2]=5[N:1]=4)=[CH:29][CH:28]=3)[CH2:22][CH2:21]2)[CH2:19][CH2:18][CH2:17]1, predict the reactants needed to synthesize it. The reactants are: [NH2:1][C:2]1[N:10]=[CH:9][CH:8]=[CH:7][C:3]=1[C:4]([OH:6])=O.[CH3:11][O:12][CH2:13][CH2:14][NH2:15].[CH:16]1([N:20]2[CH2:25][CH2:24][CH:23]([O:26][C:27]3[CH:34]=[CH:33][C:30]([CH:31]=O)=[CH:29][CH:28]=3)[CH2:22][CH2:21]2)[CH2:19][CH2:18][CH2:17]1. (9) Given the product [C:11]1([C:2]2[CH:3]=[CH:4][CH:5]=[C:6]3[C:10]=2[NH:9][CH:8]=[CH:7]3)[CH:16]=[CH:15][CH:14]=[CH:13][CH:12]=1, predict the reactants needed to synthesize it. The reactants are: Br[C:2]1[CH:3]=[CH:4][CH:5]=[C:6]2[C:10]=1[NH:9][CH:8]=[CH:7]2.[C:11]1(B(O)O)[CH:16]=[CH:15][CH:14]=[CH:13][CH:12]=1.C(=O)([O-])[O-].[K+].[K+].ClCCl. (10) Given the product [CH2:18]([N:20]1[CH:24]=[C:23]([C:2]2[C:6]3=[N:7][CH:8]=[C:9]([C:11]4[C:12]([CH3:17])=[N:13][O:14][C:15]=4[CH3:16])[CH:10]=[C:5]3[NH:4][CH:3]=2)[CH:22]=[N:21]1)[CH3:19], predict the reactants needed to synthesize it. The reactants are: I[C:2]1[C:6]2=[N:7][CH:8]=[C:9]([C:11]3[C:12]([CH3:17])=[N:13][O:14][C:15]=3[CH3:16])[CH:10]=[C:5]2[NH:4][CH:3]=1.[CH2:18]([N:20]1[CH:24]=[C:23](B2OC(C)(C)C(C)(C)O2)[CH:22]=[N:21]1)[CH3:19].C(=O)([O-])[O-].[K+].[K+].